Dataset: Full USPTO retrosynthesis dataset with 1.9M reactions from patents (1976-2016). Task: Predict the reactants needed to synthesize the given product. (1) Given the product [CH2:1]([N:8]1[CH2:13][CH2:12][N:11]([C:18]2[N:17]=[N:16][C:15]([NH2:14])=[CH:20][CH:19]=2)[CH2:10][CH2:9]1)[C:2]1[CH:3]=[CH:4][CH:5]=[CH:6][CH:7]=1, predict the reactants needed to synthesize it. The reactants are: [CH2:1]([N:8]1[CH2:13][CH2:12][NH:11][CH2:10][CH2:9]1)[C:2]1[CH:7]=[CH:6][CH:5]=[CH:4][CH:3]=1.[NH2:14][C:15]1[N:16]=[N:17][C:18](Cl)=[CH:19][CH:20]=1. (2) The reactants are: [CH3:1][C:2]1([CH3:17])[O:6][N:5]=[C:4]([S:7][CH2:8][C:9]2[C:10]([C:14](=[O:16])[CH3:15])=[N:11][NH:12][N:13]=2)[CH2:3]1.[CH3:18]I. Given the product [CH3:1][C:2]1([CH3:17])[O:6][N:5]=[C:4]([S:7][CH2:8][C:9]2[C:10]([C:14](=[O:16])[CH3:15])=[N:11][N:12]([CH3:18])[N:13]=2)[CH2:3]1, predict the reactants needed to synthesize it. (3) Given the product [CH3:55][N:33]1[C:34]([NH:35][C:36]([C:43]2[CH:44]=[CH:45][CH:46]=[CH:47][CH:48]=2)([C:49]2[CH:54]=[CH:53][CH:52]=[CH:51][CH:50]=2)[C:37]2[CH:42]=[CH:41][CH:40]=[CH:39][CH:38]=2)=[C:30]([NH:29][C:28]2[C:25](=[O:24])[C:26](=[O:57])[C:27]=2[N:1]([CH2:2][CH2:3][NH:4][C:5](=[O:11])[O:6][C:7]([CH3:8])([CH3:9])[CH3:10])[CH2:12][CH2:13][NH:14][C:15](=[O:21])[O:16][C:17]([CH3:20])([CH3:19])[CH3:18])[CH:31]=[N:32]1, predict the reactants needed to synthesize it. The reactants are: [NH:1]([CH2:12][CH2:13][NH:14][C:15](=[O:21])[O:16][C:17]([CH3:20])([CH3:19])[CH3:18])[CH2:2][CH2:3][NH:4][C:5](=[O:11])[O:6][C:7]([CH3:10])([CH3:9])[CH3:8].C([O:24][C:25]1[C:26](=[O:57])[C:27](=O)[C:28]=1[NH:29][C:30]1[CH:31]=[N:32][N:33]([CH3:55])[C:34]=1[NH:35][C:36]([C:49]1[CH:54]=[CH:53][CH:52]=[CH:51][CH:50]=1)([C:43]1[CH:48]=[CH:47][CH:46]=[CH:45][CH:44]=1)[C:37]1[CH:42]=[CH:41][CH:40]=[CH:39][CH:38]=1)C.C(N(CC)CC)C.C(OCC)C.